This data is from Full USPTO retrosynthesis dataset with 1.9M reactions from patents (1976-2016). The task is: Predict the reactants needed to synthesize the given product. Given the product [CH2:1]([O:8][C:9]1[CH:10]=[C:11]2[C:15](=[CH:16][CH:17]=1)[N:14]([CH2:18][CH2:19][CH2:20][O:21][C:22]1[C:31]3[C:26](=[CH:27][CH:28]=[CH:29][CH:30]=3)[CH:25]=[CH:24][CH:23]=1)[C:13]([C:32]([OH:34])=[O:33])=[C:12]2[C:37]1[CH:42]=[CH:41][CH:40]=[CH:39][C:38]=1[C:43]([F:45])([F:46])[F:44])[C:2]1[CH:3]=[CH:4][CH:5]=[CH:6][CH:7]=1, predict the reactants needed to synthesize it. The reactants are: [CH2:1]([O:8][C:9]1[CH:10]=[C:11]2[C:15](=[CH:16][CH:17]=1)[N:14]([CH2:18][CH2:19][CH2:20][O:21][C:22]1[C:31]3[C:26](=[CH:27][CH:28]=[CH:29][CH:30]=3)[CH:25]=[CH:24][CH:23]=1)[C:13]([C:32]([O:34]CC)=[O:33])=[C:12]2[C:37]1[CH:42]=[CH:41][CH:40]=[CH:39][C:38]=1[C:43]([F:46])([F:45])[F:44])[C:2]1[CH:7]=[CH:6][CH:5]=[CH:4][CH:3]=1.[OH-].[Na+].